From a dataset of Full USPTO retrosynthesis dataset with 1.9M reactions from patents (1976-2016). Predict the reactants needed to synthesize the given product. (1) The reactants are: [CH2:1]([N:4]1[C:12](=[O:13])[C:11]2[C:6](=[N:7][C:8](SC)=[N:9][CH:10]=2)[N:5]1[C:16]1[CH:21]=[CH:20][CH:19]=[C:18]([CH2:22][C:23]([OH:26])([CH3:25])[CH3:24])[N:17]=1)[CH:2]=[CH2:3].[CH3:27][O:28][CH2:29][CH2:30][N:31]1[CH2:36][CH2:35][N:34]([C:37]2[CH:43]=[CH:42][C:40]([NH2:41])=[CH:39][CH:38]=2)[CH2:33][CH2:32]1. Given the product [OH:26][C:23]([CH3:25])([CH3:24])[CH2:22][C:18]1[N:17]=[C:16]([N:5]2[C:6]3=[N:7][C:8]([NH:41][C:40]4[CH:39]=[CH:38][C:37]([N:34]5[CH2:33][CH2:32][N:31]([CH2:30][CH2:29][O:28][CH3:27])[CH2:36][CH2:35]5)=[CH:43][CH:42]=4)=[N:9][CH:10]=[C:11]3[C:12](=[O:13])[N:4]2[CH2:1][C:2]#[CH:3])[CH:21]=[CH:20][CH:19]=1, predict the reactants needed to synthesize it. (2) Given the product [OH:33][CH2:34]/[C:35](/[CH3:39])=[CH:36]/[CH2:37][NH:38][C:2]1[N:10]=[CH:9][N:8]=[C:7]2[C:3]=1[N:4]=[CH:5][N:6]2[CH:11]1[CH2:16][CH2:15][CH2:14][CH2:13][O:12]1, predict the reactants needed to synthesize it. The reactants are: Cl[C:2]1[N:10]=[CH:9][N:8]=[C:7]2[C:3]=1[N:4]=[CH:5][N:6]2[CH:11]1[CH2:16][CH2:15][CH2:14][CH2:13][O:12]1.ClC1N=CN=C2C=1NC=N2.C(O)(=O)C(O)=O.[OH:33][CH2:34][C:35]([CH3:39])=[CH:36][CH2:37][NH2:38].[OH:33][CH2:34][C:35]([CH3:39])=[CH:36][CH2:37][NH2:38].C(N(CC)CC)C. (3) Given the product [S:8]1[C:7]2[CH2:6][CH2:5][O:4][CH2:3][C:11]=2[CH:10]=[CH:9]1, predict the reactants needed to synthesize it. The reactants are: CO[CH2:3][O:4][CH2:5][CH2:6][C:7]1[S:8][CH:9]=[CH:10][CH:11]=1.[Br-].[Mg+2].[Br-]. (4) Given the product [CH3:28][C:17]1[CH:18]=[C:19]([C:22]2[CH:27]=[CH:26][CH:25]=[CH:24][CH:23]=2)[CH:20]=[CH:21][C:16]=1[CH2:15][O:14][C:11]1[CH:10]=[CH:9][C:8]([C:7]([NH:6][CH2:5][CH2:4][C:3]([OH:30])=[O:2])=[O:29])=[CH:13][CH:12]=1, predict the reactants needed to synthesize it. The reactants are: C[O:2][C:3](=[O:30])[CH2:4][CH2:5][NH:6][C:7](=[O:29])[C:8]1[CH:13]=[CH:12][C:11]([O:14][CH2:15][C:16]2[CH:21]=[CH:20][C:19]([C:22]3[CH:27]=[CH:26][CH:25]=[CH:24][CH:23]=3)=[CH:18][C:17]=2[CH3:28])=[CH:10][CH:9]=1.[OH-].[Na+].Cl. (5) Given the product [Cl:12][C:13]1[CH:18]=[CH:17][C:16]([O:19][C:9]2[C:8]([F:11])=[CH:7][C:4]([CH:5]=[O:6])=[CH:3][C:2]=2[F:1])=[CH:15][C:14]=1[F:20], predict the reactants needed to synthesize it. The reactants are: [F:1][C:2]1[CH:3]=[C:4]([CH:7]=[C:8]([F:11])[C:9]=1F)[CH:5]=[O:6].[Cl:12][C:13]1[CH:18]=[CH:17][C:16]([OH:19])=[CH:15][C:14]=1[F:20]. (6) Given the product [CH3:1][O:2][C:3]1[C:4]([N+:11]([O-:13])=[O:12])=[CH:5][C:6]([CH:9]=[O:10])=[N:7][CH:8]=1, predict the reactants needed to synthesize it. The reactants are: [CH3:1][O:2][C:3]1[C:4]([N+:11]([O-:13])=[O:12])=[CH:5][C:6]([CH2:9][OH:10])=[N:7][CH:8]=1.CC(OI1(OC(C)=O)(OC(C)=O)OC(=O)C2C=CC=CC1=2)=O.CCOC(C)=O.C([O-])(O)=O.[Na+]. (7) Given the product [C:1]([O:27][C:23]1[CH:24]=[CH:25][CH:26]=[C:21]([C:15]2([CH:12]3[CH2:13][CH2:14][CH:9]([CH2:6][CH2:7][CH3:8])[CH2:10][CH2:11]3)[CH2:20][CH2:19][CH2:18][CH2:17][CH2:16]2)[CH:22]=1)(=[O:4])[CH2:2][CH3:3], predict the reactants needed to synthesize it. The reactants are: [C:1](Cl)(=[O:4])[CH2:2][CH3:3].[CH2:6]([CH:9]1[CH2:14][CH2:13][CH:12]([C:15]2([C:21]3[CH:22]=[C:23]([OH:27])[CH:24]=[CH:25][CH:26]=3)[CH2:20][CH2:19][CH2:18][CH2:17][CH2:16]2)[CH2:11][CH2:10]1)[CH2:7][CH3:8].O.Cl. (8) Given the product [Cl:13][C:14]1[N:22]=[CH:21][C:20]2[N:19]([S:23]([C:26]3[CH:31]=[CH:30][C:29]([CH3:32])=[CH:28][CH:27]=3)(=[O:24])=[O:25])[C:18]3[N:33]=[CH:34][C:35]([O:37][CH2:38][CH2:39][O:40][CH3:41])=[C:36]([I:42])[C:17]=3[C:16]=2[CH:15]=1, predict the reactants needed to synthesize it. The reactants are: C(NC(C)C)(C)C.C([Li])CCC.[Cl:13][C:14]1[N:22]=[CH:21][C:20]2[N:19]([S:23]([C:26]3[CH:31]=[CH:30][C:29]([CH3:32])=[CH:28][CH:27]=3)(=[O:25])=[O:24])[C:18]3[N:33]=[CH:34][C:35]([O:37][CH2:38][CH2:39][O:40][CH3:41])=[CH:36][C:17]=3[C:16]=2[CH:15]=1.[I:42]I.[Cl-].[NH4+]. (9) Given the product [O:44]1[CH2:42][CH2:41][N:47]([CH2:40][CH2:35][O:1][C:2]2[CH:21]=[CH:20][C:5]3[CH:6]=[C:7](/[CH:9]=[CH:10]/[C:11]4[CH:16]=[CH:15][C:14]([N:17]([CH3:19])[CH3:18])=[CH:13][CH:12]=4)[O:8][C:4]=3[CH:3]=2)[CH2:45]1, predict the reactants needed to synthesize it. The reactants are: [OH:1][C:2]1[CH:21]=[CH:20][C:5]2[CH:6]=[C:7](/[CH:9]=[CH:10]/[C:11]3[CH:16]=[CH:15][C:14]([N:17]([CH3:19])[CH3:18])=[CH:13][CH:12]=3)[O:8][C:4]=2[CH:3]=1.C1(P([C:35]2[CH:40]=CC=CC=2)C2C=CC=CC=2)C=CC=CC=1.[CH3:41][CH:42]([O:44][C:45](/[N:47]=[N:47]/[C:45]([O:44][CH:42](C)[CH3:41])=O)=O)C.